The task is: Regression. Given a peptide amino acid sequence and an MHC pseudo amino acid sequence, predict their binding affinity value. This is MHC class I binding data.. This data is from Peptide-MHC class I binding affinity with 185,985 pairs from IEDB/IMGT. (1) The peptide sequence is RILHNFAYSL. The MHC is HLA-B58:01 with pseudo-sequence HLA-B58:01. The binding affinity (normalized) is 0.202. (2) The peptide sequence is YLEVQGYW. The MHC is Mamu-B17 with pseudo-sequence Mamu-B17. The binding affinity (normalized) is 0.439. (3) The peptide sequence is QLDQRRALL. The MHC is HLA-A02:06 with pseudo-sequence HLA-A02:06. The binding affinity (normalized) is 0.0847. (4) The peptide sequence is QLNDTIHLH. The MHC is HLA-B08:01 with pseudo-sequence HLA-B08:01. The binding affinity (normalized) is 0. (5) The peptide sequence is RQTALFLLK. The MHC is HLA-A33:01 with pseudo-sequence HLA-A33:01. The binding affinity (normalized) is 0.174. (6) The peptide sequence is TTIFFRADK. The MHC is HLA-B58:01 with pseudo-sequence HLA-B58:01. The binding affinity (normalized) is 0.0847. (7) The peptide sequence is LLILCTSQI. The MHC is HLA-A02:03 with pseudo-sequence HLA-A02:03. The binding affinity (normalized) is 0.800. (8) The peptide sequence is LAYARGQAM. The MHC is HLA-B58:01 with pseudo-sequence HLA-B58:01. The binding affinity (normalized) is 0.213. (9) The peptide sequence is ETIEEPAVE. The MHC is HLA-B58:01 with pseudo-sequence HLA-B58:01. The binding affinity (normalized) is 0.0847.